Dataset: Full USPTO retrosynthesis dataset with 1.9M reactions from patents (1976-2016). Task: Predict the reactants needed to synthesize the given product. (1) Given the product [CH3:1][O:2][C:3](=[O:33])[CH2:4][O:5][C:6]1[C:15]2[CH2:14][CH2:13][CH2:12][C@@H:11]([N:16]([S:17]([C:20]3[CH:25]=[C:24]([C:26]([F:27])([F:28])[F:29])[CH:23]=[C:22]([C:30]([CH3:32])=[CH2:31])[CH:21]=3)(=[O:18])=[O:19])[CH3:34])[C:10]=2[CH:9]=[CH:8][CH:7]=1, predict the reactants needed to synthesize it. The reactants are: [CH3:1][O:2][C:3](=[O:33])[CH2:4][O:5][C:6]1[C:15]2[CH2:14][CH2:13][CH2:12][C@@H:11]([NH:16][S:17]([C:20]3[CH:25]=[C:24]([C:26]([F:29])([F:28])[F:27])[CH:23]=[C:22]([C:30]([CH3:32])=[CH2:31])[CH:21]=3)(=[O:19])=[O:18])[C:10]=2[CH:9]=[CH:8][CH:7]=1.[C:34](=O)([O-])[O-].[K+].[K+].IC. (2) The reactants are: C[O:2][C:3](OC)([CH3:7])[C:4](=O)[CH3:5].[C:10]([O:17][CH2:18][CH3:19])(=[O:16])[C:11](OCC)=O.[O-]CC.[Na+].Cl.[NH2:25][NH2:26]. Given the product [CH2:18]([O:17][C:10]([C:11]1[CH:5]=[C:4]([C:3](=[O:2])[CH3:7])[NH:26][N:25]=1)=[O:16])[CH3:19], predict the reactants needed to synthesize it. (3) The reactants are: [CH3:1][C@@:2]1([CH2:13][N:14]2[CH2:19][CH2:18][CH:17]([N:20]([CH2:28][CH2:29][C:30]3[CH:35]=[CH:34][C:33]([C:36]([F:39])([F:38])[F:37])=[CH:32][CH:31]=3)C(=O)OC(C)(C)C)[CH2:16][CH2:15]2)[O:6][C:5]2=[N:7][C:8]([N+:10]([O-:12])=[O:11])=[CH:9][N:4]2[CH2:3]1.FC(F)(F)C(O)=O.C(=O)([O-])O.[Na+]. Given the product [CH3:1][C@@:2]1([CH2:13][N:14]2[CH2:19][CH2:18][CH:17]([NH:20][CH2:28][CH2:29][C:30]3[CH:31]=[CH:32][C:33]([C:36]([F:39])([F:37])[F:38])=[CH:34][CH:35]=3)[CH2:16][CH2:15]2)[O:6][C:5]2=[N:7][C:8]([N+:10]([O-:12])=[O:11])=[CH:9][N:4]2[CH2:3]1, predict the reactants needed to synthesize it. (4) Given the product [CH3:9][S:10][C:11]1[CH:17]=[CH:16][C:14]([NH:15][S:5]([NH:4][CH:2]([CH3:3])[CH3:1])(=[O:7])=[O:6])=[CH:13][CH:12]=1, predict the reactants needed to synthesize it. The reactants are: [CH3:1][CH:2]([NH:4][S:5](Cl)(=[O:7])=[O:6])[CH3:3].[CH3:9][S:10][C:11]1[CH:17]=[CH:16][C:14]([NH2:15])=[CH:13][CH:12]=1.C(N(CC)CC)C. (5) Given the product [Cl:1][C:2]1[CH:3]=[CH:4][C:5]([C:28]([F:31])([F:30])[F:29])=[C:6]([CH:27]=1)[CH2:7][N:8]1[CH2:13][CH2:12][NH:11][C:10]2[N:14]=[CH:15][C:16]([C:18]3[CH:26]=[CH:25][C:21]([C:22]([NH:39][CH2:38][C:37]4[CH:36]=[CH:35][C:34]([C:33]([F:32])([F:42])[F:43])=[CH:41][CH:40]=4)=[O:24])=[CH:20][CH:19]=3)=[CH:17][C:9]1=2, predict the reactants needed to synthesize it. The reactants are: [Cl:1][C:2]1[CH:3]=[CH:4][C:5]([C:28]([F:31])([F:30])[F:29])=[C:6]([CH:27]=1)[CH2:7][N:8]1[CH2:13][CH2:12][NH:11][C:10]2[N:14]=[CH:15][C:16]([C:18]3[CH:26]=[CH:25][C:21]([C:22]([OH:24])=O)=[CH:20][CH:19]=3)=[CH:17][C:9]1=2.[F:32][C:33]([F:43])([F:42])[C:34]1[CH:41]=[CH:40][C:37]([CH2:38][NH2:39])=[CH:36][CH:35]=1. (6) Given the product [CH2:12]([N:14]([CH2:15][CH3:16])[C:5](=[O:7])[C:4]1[CH:8]=[CH:9][CH:10]=[C:2]([Cl:1])[C:3]=1[OH:11])[CH3:13], predict the reactants needed to synthesize it. The reactants are: [Cl:1][C:2]1[C:3]([OH:11])=[C:4]([CH:8]=[CH:9][CH:10]=1)[C:5]([OH:7])=O.[CH2:12]([NH:14][CH2:15][CH3:16])[CH3:13].F[P-](F)(F)(F)(F)F.N1(O[P+](N2CCCC2)(N2CCCC2)N2CCCC2)C2C=CC=CC=2N=N1. (7) Given the product [C:2]([C:3]1[S:20][C:26]([NH2:27])=[N:25][CH:4]=1)([CH3:7])([CH3:6])[CH3:1], predict the reactants needed to synthesize it. The reactants are: [CH3:1][C:2]([CH3:7])([CH3:6])[CH2:3][CH:4]=O.N1CCCC1.O.C1(C)C=CC([S:20](O)(=O)=O)=CC=1.[N:25]#[C:26][NH2:27]. (8) Given the product [C:5]1([CH:11]([CH3:16])[CH2:12][C:13]([O:15][CH3:17])=[O:14])[CH:10]=[CH:9][CH:8]=[CH:7][CH:6]=1, predict the reactants needed to synthesize it. The reactants are: S(Cl)(Cl)=O.[C:5]1([CH:11]([CH3:16])[CH2:12][C:13]([OH:15])=[O:14])[CH:10]=[CH:9][CH:8]=[CH:7][CH:6]=1.[CH3:17]O.